This data is from Forward reaction prediction with 1.9M reactions from USPTO patents (1976-2016). The task is: Predict the product of the given reaction. (1) Given the reactants C([N:8]1[CH2:17][CH2:16][C:15]2[N:14]=[C:13](Cl)[CH:12]=[CH:11][C:10]=2[CH2:9]1)C1C=CC=CC=1.[CH3:19][NH:20][CH3:21], predict the reaction product. The product is: [CH3:19][N:20]([CH3:21])[C:13]1[CH:12]=[CH:11][C:10]2[CH2:9][NH:8][CH2:17][CH2:16][C:15]=2[N:14]=1. (2) Given the reactants [Br:1][C:2]1[C:7]([OH:8])=[CH:6][CH:5]=[CH:4][N:3]=1.S(=O)(=O)(O)O.[N+:14]([O-:17])([OH:16])=[O:15], predict the reaction product. The product is: [Br:1][C:2]1[C:7]([OH:8])=[C:6]([N+:14]([O-:16])=[O:15])[CH:5]=[CH:4][N:3]=1.[Br:1][C:2]1[C:7]([OH:8])=[CH:6][CH:5]=[C:4]([N+:14]([O-:17])=[O:15])[N:3]=1. (3) Given the reactants Cl[C:2]1[C:7]([C:8]([NH:10][C@H:11]([C:13]2[CH:25]=[CH:24][C:16]([C:17]([O:19]C(C)(C)C)=[O:18])=[CH:15][CH:14]=2)[CH3:12])=[O:9])=[CH:6][C:5]([Cl:26])=[CH:4][N:3]=1.[CH3:27][S:28][C:29]1[CH:30]=[C:31]([OH:35])[CH:32]=[CH:33][CH:34]=1, predict the reaction product. The product is: [Cl:26][C:5]1[CH:6]=[C:7]([C:8]([NH:10][C@H:11]([C:13]2[CH:14]=[CH:15][C:16]([C:17]([OH:19])=[O:18])=[CH:24][CH:25]=2)[CH3:12])=[O:9])[C:2]([O:35][C:31]2[CH:32]=[CH:33][CH:34]=[C:29]([S:28][CH3:27])[CH:30]=2)=[N:3][CH:4]=1.